This data is from TCR-epitope binding with 47,182 pairs between 192 epitopes and 23,139 TCRs. The task is: Binary Classification. Given a T-cell receptor sequence (or CDR3 region) and an epitope sequence, predict whether binding occurs between them. (1) The epitope is IQYIDIGNY. The TCR CDR3 sequence is CASSTTSGNTGELFF. Result: 0 (the TCR does not bind to the epitope). (2) The epitope is YLQPRTFLL. The TCR CDR3 sequence is CAKGTANTGELFF. Result: 1 (the TCR binds to the epitope). (3) The epitope is KLPDDFTGCV. The TCR CDR3 sequence is CASSQEPYWTSGGAYNEQFF. Result: 1 (the TCR binds to the epitope). (4) The epitope is FPRPWLHGL. The TCR CDR3 sequence is CASRGTGESPLHF. Result: 1 (the TCR binds to the epitope). (5) The epitope is SLFNTVATLY. The TCR CDR3 sequence is CASSPRDRPLEQYF. Result: 0 (the TCR does not bind to the epitope).